From a dataset of TCR-epitope binding with 47,182 pairs between 192 epitopes and 23,139 TCRs. Binary Classification. Given a T-cell receptor sequence (or CDR3 region) and an epitope sequence, predict whether binding occurs between them. (1) The epitope is TFYLTNDVSFL. Result: 0 (the TCR does not bind to the epitope). The TCR CDR3 sequence is CSVETGESYEQYF. (2) The epitope is SLYNTVATL. The TCR CDR3 sequence is CASSLPTENTDTQYF. Result: 1 (the TCR binds to the epitope). (3) The epitope is KTSVDCTMYI. The TCR CDR3 sequence is CASSTGTGGHEQFF. Result: 1 (the TCR binds to the epitope). (4) The epitope is LQPFPQPELPYPQPQ. The TCR CDR3 sequence is CASSPILAASSYNEQFF. Result: 0 (the TCR does not bind to the epitope). (5) The epitope is TLVPQEHYV. The TCR CDR3 sequence is CASSLGGGNQETQYF. Result: 0 (the TCR does not bind to the epitope). (6) The epitope is KLWAQCVQL. The TCR CDR3 sequence is CASRSVDRGTDTQYF. Result: 1 (the TCR binds to the epitope). (7) The epitope is KMQRMLLEK. The TCR CDR3 sequence is CASSESQAIWGTQYF. Result: 0 (the TCR does not bind to the epitope). (8) The epitope is AYAQKIFKI. The TCR CDR3 sequence is CATSDPTSGREDEQYF. Result: 0 (the TCR does not bind to the epitope).